Dataset: Full USPTO retrosynthesis dataset with 1.9M reactions from patents (1976-2016). Task: Predict the reactants needed to synthesize the given product. Given the product [C@H:13]1([NH:12][C:7]2[CH:6]=[CH:5][C:4]3[C:9](=[CH:10][CH:11]=[C:2]([N:26]4[CH2:27][CH2:28][N:23]([CH3:22])[CH2:24][CH2:25]4)[CH:3]=3)[N:8]=2)[C:21]2[C:16](=[CH:17][CH:18]=[CH:19][CH:20]=2)[CH2:15][CH2:14]1, predict the reactants needed to synthesize it. The reactants are: Br[C:2]1[CH:3]=[C:4]2[C:9](=[CH:10][CH:11]=1)[N:8]=[C:7]([NH:12][C@H:13]1[C:21]3[C:16](=[CH:17][CH:18]=[CH:19][CH:20]=3)[CH2:15][CH2:14]1)[CH:6]=[CH:5]2.[CH3:22][N:23]1[CH2:28][CH2:27][NH:26][CH2:25][CH2:24]1.